The task is: Predict which catalyst facilitates the given reaction.. This data is from Catalyst prediction with 721,799 reactions and 888 catalyst types from USPTO. (1) Reactant: [CH2:1]([C:3]([C:25]1[CH:30]=[CH:29][C:28](B2OC(C)(C)C(C)(C)O2)=[C:27]([CH3:40])[CH:26]=1)([C:6]1[CH:11]=[CH:10][C:9]([C:12]#[C:13][C:14]2([O:19][Si:20]([CH3:23])([CH3:22])[CH3:21])[CH2:18][CH2:17][CH2:16][CH2:15]2)=[C:8]([CH3:24])[CH:7]=1)[CH2:4][CH3:5])[CH3:2].[CH3:41][O:42][C:43](=[O:52])[CH2:44][C:45]1[CH:46]=[N:47][CH:48]=[C:49](Br)[CH:50]=1.P([O-])([O-])([O-])=O.[K+].[K+].[K+]. Product: [CH3:41][O:42][C:43](=[O:52])[CH2:44][C:45]1[CH:46]=[N:47][CH:48]=[C:49]([C:28]2[CH:29]=[CH:30][C:25]([C:3]([CH2:4][CH3:5])([C:6]3[CH:11]=[CH:10][C:9]([C:12]#[C:13][C:14]4([O:19][Si:20]([CH3:22])([CH3:23])[CH3:21])[CH2:18][CH2:17][CH2:16][CH2:15]4)=[C:8]([CH3:24])[CH:7]=3)[CH2:1][CH3:2])=[CH:26][C:27]=2[CH3:40])[CH:50]=1. The catalyst class is: 9. (2) Reactant: C([NH:4][C:5]1[CH:17]=[C:16]2[C:8]([C:9]3[C:14]([CH2:18][CH2:19][CH2:20][CH3:21])([CH2:15]2)[CH2:13][CH2:12][C:11](=[O:22])[C:10]=3[Br:23])=[CH:7][C:6]=1[F:24])(=O)C. Product: [NH2:4][C:5]1[CH:17]=[C:16]2[C:8]([C:9]3[C:14]([CH2:18][CH2:19][CH2:20][CH3:21])([CH2:15]2)[CH2:13][CH2:12][C:11](=[O:22])[C:10]=3[Br:23])=[CH:7][C:6]=1[F:24]. The catalyst class is: 240. (3) Reactant: [Cl:1][C:2]1[CH:3]=[C:4]2[C:9](=[CH:10][CH:11]=1)[C:8]1([CH2:16][CH2:15][C:14]3([O:21][CH2:20][C:19]([CH3:23])([CH3:22])[CH2:18][O:17]3)[CH2:13][CH2:12]1)[C:7](=[O:24])[C:6]([C:25](OCC)=[O:26])=[C:5]2[OH:30].Cl.[NH2:32][CH2:33][C:34]([O:36][C:37]([CH3:40])([CH3:39])[CH3:38])=[O:35].C(N(C(C)C)C(C)C)C. Product: [Cl:1][C:2]1[CH:3]=[C:4]2[C:9](=[CH:10][CH:11]=1)[C:8]1([CH2:12][CH2:13][C:14]3([O:21][CH2:20][C:19]([CH3:22])([CH3:23])[CH2:18][O:17]3)[CH2:15][CH2:16]1)[C:7](=[O:24])[C:6]([C:25]([NH:32][CH2:33][C:34]([O:36][C:37]([CH3:40])([CH3:39])[CH3:38])=[O:35])=[O:26])=[C:5]2[OH:30]. The catalyst class is: 12. (4) Reactant: Cl.[NH:2]1[C:10]2[C:5](=[CH:6][CH:7]=[CH:8][CH:9]=2)[CH:4]=[C:3]1[C:11]1[N:12]=[C:13]([CH:21]2[CH2:26][CH2:25][NH:24][CH2:23][CH2:22]2)[N:14]2[CH:19]=[CH:18][N:17]=[C:16]([NH2:20])[C:15]=12.Cl.CN(C)CCCN=C=NCC.C(N(CC)C(C)C)(C)C.[CH:48](O)=[O:49]. Product: [NH2:20][C:16]1[C:15]2[N:14]([C:13]([CH:21]3[CH2:26][CH2:25][N:24]([CH:48]=[O:49])[CH2:23][CH2:22]3)=[N:12][C:11]=2[C:3]2[NH:2][C:10]3[C:5]([CH:4]=2)=[CH:6][CH:7]=[CH:8][CH:9]=3)[CH:19]=[CH:18][N:17]=1. The catalyst class is: 2.